This data is from Reaction yield outcomes from USPTO patents with 853,638 reactions. The task is: Predict the reaction yield, written as a fraction of the theoretical maximum amount of product (1.0 means a 100% yield; for example, 0.34 means a 34% yield). (1) The reactants are [CH3:1][S:2]([NH2:5])(=[O:4])=[O:3].[H-].[Na+].Cl[CH2:9][CH2:10][C:11]([C:13]1[CH:18]=[CH:17][CH:16]=[CH:15][CH:14]=1)=[O:12].O. The catalyst is CN(C)C=O. The product is [CH3:1][S:2]([NH:5][CH2:9][CH2:10][C:11]([C:13]1[CH:18]=[CH:17][CH:16]=[CH:15][CH:14]=1)=[O:12])(=[O:4])=[O:3]. The yield is 0.210. (2) The reactants are [F:1][C:2]([F:18])([F:17])[CH2:3][C:4]([NH:6][C:7]1[CH:12]=[CH:11][C:10]([O:13][CH3:14])=[CH:9][C:8]=1[CH2:15][OH:16])=[O:5]. The catalyst is C(Cl)Cl.O=[Mn]=O. The product is [F:1][C:2]([F:17])([F:18])[CH2:3][C:4]([NH:6][C:7]1[CH:12]=[CH:11][C:10]([O:13][CH3:14])=[CH:9][C:8]=1[CH:15]=[O:16])=[O:5]. The yield is 0.840.